This data is from Full USPTO retrosynthesis dataset with 1.9M reactions from patents (1976-2016). The task is: Predict the reactants needed to synthesize the given product. (1) Given the product [CH3:15][O:13][C:6]([CH:7]1[CH:12]=[CH:11][CH2:10][CH:9]=[CH:8]1)=[O:14], predict the reactants needed to synthesize it. The reactants are: OS(O)(=O)=O.[C:6]([OH:14])(=[O:13])[CH:7]1[CH:12]=[CH:11][CH2:10][CH:9]=[CH:8]1.[CH3:15]O. (2) Given the product [Cl:27][C:24]1[CH:25]=[C:26]2[C:21]([CH:20]=[C:19]([C:28]#[N:29])[N:18]=[C:17]2[O:1][C@H:2]2[CH2:6][CH2:5][N:4]([C:7]([O:9][C:10]([CH3:13])([CH3:12])[CH3:11])=[O:8])[CH2:3]2)=[CH:22][CH:23]=1, predict the reactants needed to synthesize it. The reactants are: [OH:1][C@H:2]1[CH2:6][CH2:5][N:4]([C:7]([O:9][C:10]([CH3:13])([CH3:12])[CH3:11])=[O:8])[CH2:3]1.[H-].[Na+].Cl[C:17]1[C:26]2[C:21](=[CH:22][CH:23]=[C:24]([Cl:27])[CH:25]=2)[CH:20]=[C:19]([C:28]#[N:29])[N:18]=1. (3) Given the product [OH:13][C:12]1[C:7]2[C:6](=[CH:11][CH:10]=[CH:9][CH:8]=2)[C:4]2[O:43][C:38]3[CH:37]=[CH:36][C:35]([Cl:34])=[CH:42][C:39]=3[C:40]=2[N:41]=1, predict the reactants needed to synthesize it. The reactants are: COC(=O)[CH:4]([C:6]1[CH:11]=[CH:10][CH:9]=[CH:8][C:7]=1[C:12](OC)=[O:13])Br.COC(=O)C(C1C=CC(Cl)=CC=1C(OC)=O)Br.[Cl:34][C:35]1[CH:36]=[CH:37][C:38]([OH:43])=[C:39]([CH:42]=1)[C:40]#[N:41].OC1C=CC=CC=1C#N. (4) Given the product [F:1][C:2]1[CH:7]=[C:6]([CH2:8][O:9][S:18]([CH3:17])(=[O:20])=[O:19])[CH:5]=[CH:4][N:3]=1, predict the reactants needed to synthesize it. The reactants are: [F:1][C:2]1[CH:7]=[C:6]([CH2:8][OH:9])[CH:5]=[CH:4][N:3]=1.C(N(CC)CC)C.[CH3:17][S:18](Cl)(=[O:20])=[O:19]. (5) Given the product [F:16][C:10]1([CH3:15])[CH:11]([OH:14])[CH2:12][CH2:13][N:8]([C:4]2[N:3]=[C:2]([NH:1][C:18]3[N:23]=[CH:22][C:21]4[N:24]=[C:25]([CH2:30][OH:31])[N:26]([CH:27]([CH3:28])[CH3:29])[C:20]=4[CH:19]=3)[CH:7]=[CH:6][N:5]=2)[CH2:9]1, predict the reactants needed to synthesize it. The reactants are: [NH2:1][C:2]1[CH:7]=[CH:6][N:5]=[C:4]([N:8]2[CH2:13][CH2:12][CH:11]([OH:14])[C:10]([F:16])([CH3:15])[CH2:9]2)[N:3]=1.Br[C:18]1[N:23]=[CH:22][C:21]2[N:24]=[C:25]([CH2:30][OH:31])[N:26]([CH:27]([CH3:29])[CH3:28])[C:20]=2[CH:19]=1. (6) Given the product [CH3:1][C:2]1([CH3:24])[O:6][C@H:5]2[C@H:7]([N:14]3[C:18]4[N:19]=[CH:20][N:21]=[C:22]([CH3:23])[C:17]=4[CH:16]=[CH:15]3)[O:8][C@@H:9]([CH:10]=[O:13])[C@H:4]2[O:3]1, predict the reactants needed to synthesize it. The reactants are: [CH3:1][C:2]1([CH3:24])[O:6][C@H:5]2[C@H:7]([N:14]3[C:18]4[N:19]=[CH:20][N:21]=[C:22]([CH3:23])[C:17]=4[CH:16]=[CH:15]3)[O:8][C@@H:9]([C@H:10]([OH:13])CO)[C@H:4]2[O:3]1.C1COCC1. (7) Given the product [NH2:1][C:2]1[C:7]([F:8])=[C:6]([C:9]2[C:17]3[O:16][CH2:15][O:14][C:13]=3[CH:12]=[CH:11][CH:10]=2)[N:5]=[C:4]([C:18]([OH:20])=[O:19])[C:3]=1[Cl:22], predict the reactants needed to synthesize it. The reactants are: [NH2:1][C:2]1[C:7]([F:8])=[C:6]([C:9]2[C:17]3[O:16][CH2:15][O:14][C:13]=3[CH:12]=[CH:11][CH:10]=2)[N:5]=[C:4]([C:18]([O:20]C)=[O:19])[C:3]=1[Cl:22].[OH-].[Na+].Cl. (8) Given the product [F:18][C:12]1[CH:13]=[C:14]([F:17])[CH:15]=[CH:16][C:11]=1[C:9]1[N:10]=[C:5]([NH2:19])[N:6]=[N:7][CH:8]=1, predict the reactants needed to synthesize it. The reactants are: CS([C:5]1[N:6]=[N:7][CH:8]=[C:9]([C:11]2[CH:16]=[CH:15][C:14]([F:17])=[CH:13][C:12]=2[F:18])[N:10]=1)(=O)=O.[NH3:19].C1COCC1.